From a dataset of Reaction yield outcomes from USPTO patents with 853,638 reactions. Predict the reaction yield, written as a fraction of the theoretical maximum amount of product (1.0 means a 100% yield; for example, 0.34 means a 34% yield). (1) The reactants are [O:1]=[C:2]([C:9]1[CH:10]=[C:11]2[CH:17]=[CH:16][O:15][C:12]2=[CH:13][N:14]=1)[CH2:3]C(OCC)=O.S(=O)(=O)(O)O.[OH-].[Na+]. The catalyst is C1(C)C=CC=CC=1. The product is [C:2]([C:9]1[CH:10]=[C:11]2[CH:17]=[CH:16][O:15][C:12]2=[CH:13][N:14]=1)(=[O:1])[CH3:3]. The yield is 0.720. (2) The reactants are [Br:1][C:2]1[CH:13]=[C:6]2[C:7]([O:9]C(=O)[NH:11][C:5]2=[CH:4][CH:3]=1)=O.C1COCC1.[CH2:19]([NH:21][CH2:22][CH3:23])[CH3:20]. No catalyst specified. The product is [NH2:11][C:5]1[CH:4]=[CH:3][C:2]([Br:1])=[CH:13][C:6]=1[C:7]([N:21]([CH2:22][CH3:23])[CH2:19][CH3:20])=[O:9]. The yield is 0.150. (3) The reactants are [Cl:1][C:2]1[CH:21]=[C:20]([Cl:22])[CH:19]=[CH:18][C:3]=1[CH2:4][N:5]1[C:9]([CH2:10][CH2:11][CH2:12][OH:13])=[CH:8][C:7]([O:14][CH:15]([CH3:17])[CH3:16])=[N:6]1.O[C:24]1[CH:28]=[C:27]([CH2:29][CH2:30][C:31]([O:33]CC)=[O:32])[N:26]([C:36]2[CH:41]=[CH:40][CH:39]=[CH:38][CH:37]=2)[N:25]=1.C(P(CCCC)CCCC)CCC.N(C(N1CCCCC1)=O)=NC(N1CCCCC1)=O.O1CCCC1CCO.[OH-].[Na+].Cl. The catalyst is O1CCCC1. The product is [Cl:1][C:2]1[CH:21]=[C:20]([Cl:22])[CH:19]=[CH:18][C:3]=1[CH2:4][N:5]1[C:9]([CH2:10][CH2:11][CH2:12][O:13][C:24]2[CH:28]=[C:27]([CH2:29][CH2:30][C:31]([OH:33])=[O:32])[N:26]([C:36]3[CH:41]=[CH:40][CH:39]=[CH:38][CH:37]=3)[N:25]=2)=[CH:8][C:7]([O:14][CH:15]([CH3:17])[CH3:16])=[N:6]1. The yield is 0.880.